Dataset: Forward reaction prediction with 1.9M reactions from USPTO patents (1976-2016). Task: Predict the product of the given reaction. (1) The product is: [CH3:29][N:30]([CH3:45])[C:31]1[CH:32]=[CH:33][C:34]([C:37]2[CH:44]=[CH:43][C:40]([CH2:41][NH:42][C:24]([C:20]3[N:21]([CH3:23])[CH:22]=[C:18]([NH:17][C:15]([C:10]4[C:9]([C:6]5[CH:5]=[CH:4][C:3]([C:2]([F:28])([F:1])[F:27])=[CH:8][CH:7]=5)=[CH:14][CH:13]=[CH:12][CH:11]=4)=[O:16])[CH:19]=3)=[O:25])=[CH:39][CH:38]=2)=[N:35][CH:36]=1. Given the reactants [F:1][C:2]([F:28])([F:27])[C:3]1[CH:8]=[CH:7][C:6]([C:9]2[C:10]([C:15]([NH:17][C:18]3[CH:19]=[C:20]([C:24](O)=[O:25])[N:21]([CH3:23])[CH:22]=3)=[O:16])=[CH:11][CH:12]=[CH:13][CH:14]=2)=[CH:5][CH:4]=1.[CH3:29][N:30]([CH3:45])[C:31]1[CH:32]=[CH:33][C:34]([C:37]2[CH:44]=[CH:43][C:40]([CH2:41][NH2:42])=[CH:39][CH:38]=2)=[N:35][CH:36]=1.CN(C(ON1N=NC2C=CC=CC1=2)=[N+](C)C)C.[B-](F)(F)(F)F.C(N(C(C)C)C(C)C)C, predict the reaction product. (2) The product is: [OH:45][CH2:44][C:30]1[CH:31]=[C:32]([NH:34][CH:35]([C:36]2[CH:37]=[N:38][C:39]([O:42][CH3:43])=[CH:40][CH:41]=2)[C:8]([C:10]2[C:18]3[C:13](=[CH:14][CH:15]=[CH:16][CH:17]=3)[NH:12][CH:11]=2)=[O:9])[CH:33]=[C:28]([O:27][CH3:26])[CH:29]=1. Given the reactants C(N(CC)CC)C.[CH:8]([C:10]1[C:18]2[C:13](=[CH:14][CH:15]=[CH:16][CH:17]=2)[N:12](C(OC(C)(C)C)=O)[CH:11]=1)=[O:9].[CH3:26][O:27][C:28]1[CH:29]=[C:30]([CH2:44][OH:45])[CH:31]=[C:32]([N:34]=[CH:35][C:36]2[CH:37]=[N:38][C:39]([O:42][CH3:43])=[CH:40][CH:41]=2)[CH:33]=1, predict the reaction product. (3) Given the reactants [C:1](Cl)(=O)[C:2](Cl)=O.CS(C)=O.[Si:11]([O:18][CH2:19][CH2:20][O:21][CH2:22][CH2:23][OH:24])([C:14]([CH3:17])([CH3:16])[CH3:15])([CH3:13])[CH3:12].[Cl-].[NH4+], predict the reaction product. The product is: [Si:11]([O:18][CH2:19][CH2:20][O:21][CH2:22][CH:23]([OH:24])[CH:1]=[CH2:2])([C:14]([CH3:17])([CH3:16])[CH3:15])([CH3:13])[CH3:12]. (4) Given the reactants [C:1]1([C:7]2([C:21]3[CH:26]=[CH:25][CH:24]=[CH:23][CH:22]=3)[CH2:15][C:14]3[NH:13][N:12]=[C:11]([C:16]([O:18]CC)=[O:17])[C:10]=3[CH:9]=[CH:8]2)[CH:6]=[CH:5][CH:4]=[CH:3][CH:2]=1.Cl, predict the reaction product. The product is: [C:21]1([C:7]2([C:1]3[CH:6]=[CH:5][CH:4]=[CH:3][CH:2]=3)[CH2:15][C:14]3[NH:13][N:12]=[C:11]([C:16]([OH:18])=[O:17])[C:10]=3[CH:9]=[CH:8]2)[CH:22]=[CH:23][CH:24]=[CH:25][CH:26]=1.